This data is from Forward reaction prediction with 1.9M reactions from USPTO patents (1976-2016). The task is: Predict the product of the given reaction. The product is: [CH3:12][C:13]1[CH:14]=[C:15]([C:2]2[CH:11]=[C:6]([C:7]([O:9][CH3:10])=[O:8])[CH:5]=[N:4][CH:3]=2)[CH:16]=[CH:17][C:18]=1[CH3:19]. Given the reactants Br[C:2]1[CH:3]=[N:4][CH:5]=[C:6]([CH:11]=1)[C:7]([O:9][CH3:10])=[O:8].[CH3:12][C:13]1[CH:14]=[C:15](B(O)O)[CH:16]=[CH:17][C:18]=1[CH3:19], predict the reaction product.